This data is from Full USPTO retrosynthesis dataset with 1.9M reactions from patents (1976-2016). The task is: Predict the reactants needed to synthesize the given product. (1) Given the product [NH:24]1[C:20]([CH2:19][O:18][C:17]2[CH:16]=[CH:15][C:14]([NH:13][C:10]3[S:11][CH:12]=[C:8]([C:3]4[CH:4]=[CH:5][CH:6]=[CH:7][C:2]=4[Cl:1])[N:9]=3)=[CH:23][CH:22]=2)=[N:21][N:26]=[N:25]1, predict the reactants needed to synthesize it. The reactants are: [Cl:1][C:2]1[CH:7]=[CH:6][CH:5]=[CH:4][C:3]=1[C:8]1[N:9]=[C:10]([NH:13][C:14]2[CH:23]=[CH:22][C:17]([O:18][CH2:19][C:20]#[N:21])=[CH:16][CH:15]=2)[S:11][CH:12]=1.[N-:24]=[N+:25]=[N-:26].[Na+].[Cl-].[NH4+]. (2) The reactants are: [Sc:1].[Zr:2].[N+:3]([O-:6])([OH:5])=[O:4]. Given the product [N+:3]([O-:6])([O-:5])=[O:4].[Sc+3:1].[N+:3]([O-:6])([O-:5])=[O:4].[N+:3]([O-:6])([O-:5])=[O:4].[N+:3]([O-:6])([O-:5])=[O:4].[Zr+4:2].[N+:3]([O-:6])([O-:5])=[O:4].[N+:3]([O-:6])([O-:5])=[O:4].[N+:3]([O-:6])([O-:5])=[O:4], predict the reactants needed to synthesize it. (3) Given the product [Br:1][C:2]1[CH:3]=[C:4]([C:12]([NH:14][C@H:15]2[CH2:20][CH2:19][CH2:18][CH2:17][C@@H:16]2[OH:21])=[O:13])[N+:5]([O-:30])=[C:6]2[C:11]=1[CH:10]=[CH:9][CH:8]=[CH:7]2, predict the reactants needed to synthesize it. The reactants are: [Br:1][C:2]1[C:11]2[C:6](=[CH:7][CH:8]=[CH:9][CH:10]=2)[N:5]=[C:4]([C:12]([NH:14][C@H:15]2[CH2:20][CH2:19][CH2:18][CH2:17][C@@H:16]2[OH:21])=[O:13])[CH:3]=1.ClC1C=CC=C(C(OO)=[O:30])C=1. (4) Given the product [C:24]([O:23][C:21]([NH:20][CH2:19][C@H:14]([N:11]1[CH2:10][CH2:9][NH:8][CH2:13][CH2:12]1)[C:15]([O:17][CH3:18])=[O:16])=[O:22])([CH3:27])([CH3:25])[CH3:26], predict the reactants needed to synthesize it. The reactants are: C([N:8]1[CH2:13][CH2:12][N:11]([C@@H:14]([CH2:19][NH:20][C:21]([O:23][C:24]([CH3:27])([CH3:26])[CH3:25])=[O:22])[C:15]([O:17][CH3:18])=[O:16])[CH2:10][CH2:9]1)C1C=CC=CC=1. (5) The reactants are: [Br:1][C:2]1[CH:6]=[C:5]([C:7]([OH:9])=O)[O:4][N:3]=1.[Cl:10][C:11]1[CH:12]=[C:13]([CH:15]=[CH:16][C:17]=1[F:18])[NH2:14]. Given the product [Br:1][C:2]1[CH:6]=[C:5]([C:7]([NH:14][C:13]2[CH:15]=[CH:16][C:17]([F:18])=[C:11]([Cl:10])[CH:12]=2)=[O:9])[O:4][N:3]=1, predict the reactants needed to synthesize it. (6) Given the product [C:29]1([CH:28]=[CH:27][S:35]([N:16]2[CH2:17][CH2:18][N:13]([C:10]3[CH:11]=[CH:12][C:7]([O:6][C:2]([F:1])([F:19])[CH:3]([F:4])[F:5])=[CH:8][CH:9]=3)[CH2:14][CH2:15]2)(=[O:37])=[O:36])[CH:34]=[CH:33][CH:32]=[CH:31][CH:30]=1, predict the reactants needed to synthesize it. The reactants are: [F:1][C:2]([F:19])([O:6][C:7]1[CH:12]=[CH:11][C:10]([N:13]2[CH2:18][CH2:17][NH:16][CH2:15][CH2:14]2)=[CH:9][CH:8]=1)[CH:3]([F:5])[F:4].C(N(CC)CC)C.[CH:27]([S:35](Cl)(=[O:37])=[O:36])=[CH:28][C:29]1[CH:34]=[CH:33][CH:32]=[CH:31][CH:30]=1.